Dataset: Full USPTO retrosynthesis dataset with 1.9M reactions from patents (1976-2016). Task: Predict the reactants needed to synthesize the given product. (1) The reactants are: [C:1]([C:3]1[CH:4]=[N:5][N:6]2[C:11]([C:12]([F:15])([F:14])[F:13])=[CH:10][C:9]([C:16]3[CH:21]=[CH:20][C:19]([C:22]([F:25])([F:24])[F:23])=[CH:18][CH:17]=3)=[N:8][C:7]=12)#[CH:2].Cl[C:27]1[S:28][C:29]([S:33]([NH2:36])(=[O:35])=[O:34])=[C:30]([CH3:32])[N:31]=1. Given the product [CH3:32][C:30]1[N:31]=[C:27]([C:2]#[C:1][C:3]2[CH:4]=[N:5][N:6]3[C:11]([C:12]([F:14])([F:13])[F:15])=[CH:10][C:9]([C:16]4[CH:21]=[CH:20][C:19]([C:22]([F:25])([F:24])[F:23])=[CH:18][CH:17]=4)=[N:8][C:7]=23)[S:28][C:29]=1[S:33]([NH2:36])(=[O:35])=[O:34], predict the reactants needed to synthesize it. (2) Given the product [CH2:12]([NH:19][C:20]([C:22]1[S:26][C:25]([NH:27][C:7](=[O:8])[C:6]2[CH:10]=[C:2]([Cl:1])[CH:3]=[CH:4][C:5]=2[F:11])=[N:24][C:23]=1[CH3:28])=[O:21])[C:13]1[CH:18]=[CH:17][CH:16]=[CH:15][CH:14]=1, predict the reactants needed to synthesize it. The reactants are: [Cl:1][C:2]1[CH:3]=[CH:4][C:5]([F:11])=[C:6]([CH:10]=1)[C:7](Cl)=[O:8].[CH2:12]([NH:19][C:20]([C:22]1[S:26][C:25]([NH2:27])=[N:24][C:23]=1[CH3:28])=[O:21])[C:13]1[CH:18]=[CH:17][CH:16]=[CH:15][CH:14]=1. (3) Given the product [CH3:31][O:30][C:22]1[C:23]2[O:28][CH2:27][O:26][CH2:25][C:24]=2[CH:29]=[C:20]([CH:6]([NH:7][C:8]2[CH:13]=[CH:12][C:11]([C:14]3[N:18]=[C:17]([CH3:19])[O:16][N:15]=3)=[CH:10][CH:9]=2)[C:5]2[NH:4][C:3](=[O:2])[N:35]([C:37]3[N:42]=[CH:41][CH:40]=[CH:39][N:38]=3)[N:36]=2)[CH:21]=1, predict the reactants needed to synthesize it. The reactants are: C[O:2][C:3](=O)[N:4]=[C:5](SC)[C:6]([C:20]1[CH:21]=[C:22]([O:30][CH3:31])[C:23]2[O:28][CH2:27][O:26][CH2:25][C:24]=2[CH:29]=1)=[N:7][C:8]1[CH:13]=[CH:12][C:11]([C:14]2[N:18]=[C:17]([CH3:19])[O:16][N:15]=2)=[CH:10][CH:9]=1.[NH:35]([C:37]1[N:42]=[CH:41][CH:40]=[CH:39][N:38]=1)[NH2:36].C(N(CC)CC)C. (4) Given the product [CH3:28][N:29]1[CH2:34][CH2:33][N:32]([CH2:35][C:36]2[CH:37]=[CH:38][C:39]([NH:42][C:4]([C:6]3[C:7]4[N:8]=[CH:9][CH:10]=[N:11][C:12]=4[C:13]([C:16]4[C:21]([F:22])=[C:20]([O:23][CH3:24])[CH:19]=[C:18]([O:25][CH3:26])[C:17]=4[Cl:27])=[CH:14][CH:15]=3)=[O:3])=[N:40][CH:41]=2)[CH2:31][CH2:30]1, predict the reactants needed to synthesize it. The reactants are: C([O:3][C:4]([C:6]1[C:7]2[N:8]=[CH:9][CH:10]=[N:11][C:12]=2[C:13]([C:16]2[C:21]([F:22])=[C:20]([O:23][CH3:24])[CH:19]=[C:18]([O:25][CH3:26])[C:17]=2[Cl:27])=[CH:14][CH:15]=1)=O)C.[CH3:28][N:29]1[CH2:34][CH2:33][N:32]([CH2:35][C:36]2[CH:37]=[CH:38][C:39]([NH:42]C(C3C4N=CC=NC=4C(C4C(Cl)=C(OC)C=C(OC)C=4Cl)=CC=3)=O)=[N:40][CH:41]=2)[CH2:31][CH2:30]1.C[Al](C)C.C([O-])(O)=O.[Na+]. (5) Given the product [C:1]([O:5][C:6](=[O:35])[CH2:7][O:8][C:9]1[C:18]2[CH2:17][CH2:16][CH2:15][C@@H:14]([N:19]([S:21]([C:24]3[CH:29]=[C:28]([C:30]([F:31])([F:32])[F:33])[CH:27]=[C:26]([N:40]([CH2:41][CH3:42])[CH2:38][CH3:39])[CH:25]=3)(=[O:23])=[O:22])[CH3:20])[C:13]=2[CH:12]=[CH:11][CH:10]=1)([CH3:2])([CH3:4])[CH3:3], predict the reactants needed to synthesize it. The reactants are: [C:1]([O:5][C:6](=[O:35])[CH2:7][O:8][C:9]1[C:18]2[CH2:17][CH2:16][CH2:15][C@@H:14]([N:19]([S:21]([C:24]3[CH:29]=[C:28]([C:30]([F:33])([F:32])[F:31])[CH:27]=[C:26](F)[CH:25]=3)(=[O:23])=[O:22])[CH3:20])[C:13]=2[CH:12]=[CH:11][CH:10]=1)([CH3:4])([CH3:3])[CH3:2].[H-].[Na+].[CH2:38]([NH:40][CH2:41][CH3:42])[CH3:39].O. (6) Given the product [NH:20]([C:7]([CH:4]1[CH2:5][CH2:6][N:1]([C:12]([O:14][C:15]([CH3:18])([CH3:17])[CH3:16])=[O:13])[CH2:2][CH2:3]1)=[O:8])[NH2:21], predict the reactants needed to synthesize it. The reactants are: [N:1]1([C:12]([O:14][C:15]([CH3:18])([CH3:17])[CH3:16])=[O:13])[CH2:6][CH2:5][CH:4]([C:7](OCC)=[O:8])[CH2:3][CH2:2]1.O.[NH2:20][NH2:21]. (7) The reactants are: [C:1]12([O:11][CH2:12][CH2:13][O:14][CH2:15][CH2:16][O:17][CH2:18][CH2:19][O:20][CH2:21][CH2:22][O:23][CH2:24][CH2:25][O:26][CH2:27][CH2:28][N:29]=[N+]=[N-])[CH2:10][CH:5]3[CH2:6][CH:7]([CH2:9][CH:3]([CH2:4]3)[CH2:2]1)[CH2:8]2.C1(P(C2C=CC=CC=2)C2C=CC=CC=2)C=CC=CC=1.O. Given the product [C:1]12([O:11][CH2:12][CH2:13][O:14][CH2:15][CH2:16][O:17][CH2:18][CH2:19][O:20][CH2:21][CH2:22][O:23][CH2:24][CH2:25][O:26][CH2:27][CH2:28][NH2:29])[CH2:10][CH:5]3[CH2:4][CH:3]([CH2:9][CH:7]([CH2:6]3)[CH2:8]1)[CH2:2]2, predict the reactants needed to synthesize it. (8) Given the product [N:18]1[CH:23]=[CH:22][C:21]([O:24][CH2:25][CH2:26][NH:27][C:2]2[N:9]=[C:8]([NH:10][C:11]3[CH:15]=[C:14]([CH3:16])[NH:13][N:12]=3)[CH:7]=[C:6]([CH3:17])[C:3]=2[C:4]#[N:5])=[CH:20][CH:19]=1, predict the reactants needed to synthesize it. The reactants are: Cl[C:2]1[N:9]=[C:8]([NH:10][C:11]2[CH:15]=[C:14]([CH3:16])[NH:13][N:12]=2)[CH:7]=[C:6]([CH3:17])[C:3]=1[C:4]#[N:5].[N:18]1[CH:23]=[CH:22][C:21]([O:24][CH2:25][CH2:26][NH2:27])=[CH:20][CH:19]=1.C(=O)([O-])O.[Na+].CS(C)=O.